This data is from Reaction yield outcomes from USPTO patents with 853,638 reactions. The task is: Predict the reaction yield, written as a fraction of the theoretical maximum amount of product (1.0 means a 100% yield; for example, 0.34 means a 34% yield). (1) The reactants are [CH2:1]([NH:3][C:4]1[C:9]([CH2:10][C:11]2[CH:16]=[C:15]([O:17][CH3:18])[C:14]([O:19][CH3:20])=[CH:13][C:12]=2[CH:21]([CH3:23])[CH3:22])=[CH:8][N:7]=[C:6](SC)[N:5]=1)[CH3:2].[CH2:26]1COCC1.O[O:32][S:33]([O-:35])=O.[K+]. The catalyst is O. The product is [CH2:1]([NH:3][C:4]1[C:9]([CH2:10][C:11]2[CH:16]=[C:15]([O:17][CH3:18])[C:14]([O:19][CH3:20])=[CH:13][C:12]=2[CH:21]([CH3:22])[CH3:23])=[CH:8][N:7]=[C:6]([S:33]([CH3:26])(=[O:35])=[O:32])[N:5]=1)[CH3:2]. The yield is 0.920. (2) The reactants are Br[C:2]1[S:3][C:4]([NH:30]C(=O)OC(C)(C)C)=[C:5]([C:7](=[O:29])[NH:8][C:9]2[CH:10]=[N:11][N:12]([CH3:28])[C:13]=2[N:14]2[CH2:20][CH2:19][CH2:18][C@@H:17]([NH:21]C(=O)C(F)(F)F)[CH2:16][CH2:15]2)[N:6]=1.O.O.[F-].[K+].[C:42]([C:44]1[CH:49]=[CH:48][CH:47]=[CH:46][C:45]=1B(O)O)#[N:43].C([O-])([O-])=O.[K+].[K+]. The catalyst is C1COCC1.C1C=CC(/C=C/C(/C=C/C2C=CC=CC=2)=O)=CC=1.C1C=CC(/C=C/C(/C=C/C2C=CC=CC=2)=O)=CC=1.C1C=CC(/C=C/C(/C=C/C2C=CC=CC=2)=O)=CC=1.[Pd].[Pd].F[B-](F)(F)F.C([PH+](C(C)(C)C)C(C)(C)C)(C)(C)C. The product is [NH2:30][C:4]1[S:3][C:2]([C:45]2[CH:46]=[CH:47][CH:48]=[CH:49][C:44]=2[C:42]#[N:43])=[N:6][C:5]=1[C:7]([NH:8][C:9]1[CH:10]=[N:11][N:12]([CH3:28])[C:13]=1[N:14]1[CH2:20][CH2:19][CH2:18][C@@H:17]([NH2:21])[CH2:16][CH2:15]1)=[O:29]. The yield is 0.510.